Dataset: Forward reaction prediction with 1.9M reactions from USPTO patents (1976-2016). Task: Predict the product of the given reaction. (1) Given the reactants [F:1][C:2]1[C:16]2[CH2:15][CH2:14][C:9]3=[N:10][CH:11]=[CH:12][CH:13]=[C:8]3[C:7](=[N:17]O)[C:6]=2[CH:5]=[CH:4][CH:3]=1.CCOCC.[OH-].[Na+], predict the reaction product. The product is: [F:1][C:2]1[C:16]2[CH2:15][CH2:14][C:9]3=[N:10][CH:11]=[CH:12][CH:13]=[C:8]3[CH:7]([NH2:17])[C:6]=2[CH:5]=[CH:4][CH:3]=1. (2) Given the reactants [NH2:1][C:2]1[C:7]([C:8]#[N:9])=[C:6]([C:10]2[CH:71]=[CH:70][C:13]([O:14][CH2:15][C@@H:16]([CH2:43][O:44][C:45](=[O:69])[C@H:46]([CH3:68])[NH:47][C:48](=[O:67])[CH2:49][CH2:50][C@H:51]([NH:59]C(OC(C)(C)C)=O)[C:52]([O:54]C(C)(C)C)=[O:53])[O:17][C:18](=[O:42])[C@H:19]([CH3:41])[NH:20][C:21](=[O:40])[CH2:22][CH2:23][C@H:24]([NH:32]C(OC(C)(C)C)=O)[C:25]([O:27]C(C)(C)C)=[O:26])=[CH:12][CH:11]=2)[C:5]([C:72]#[N:73])=[C:4]([S:74][CH2:75][C:76]2[N:77]=[C:78]([C:81]3[CH:86]=[CH:85][C:84]([Cl:87])=[CH:83][CH:82]=3)[O:79][CH:80]=2)[N:3]=1.[F:88][C:89]([F:94])([F:93])[C:90]([OH:92])=[O:91], predict the reaction product. The product is: [F:88][C:89]([F:94])([F:93])[C:90]([OH:92])=[O:91].[F:88][C:89]([F:94])([F:93])[C:90]([OH:92])=[O:91].[NH2:32][C@@H:24]([CH2:23][CH2:22][C:21](=[O:40])[NH:20][C@@H:19]([CH3:41])[C:18](=[O:42])[O:17][C@@H:16]([CH2:15][O:14][C:13]1[CH:12]=[CH:11][C:10]([C:6]2[C:5]([C:72]#[N:73])=[C:4]([S:74][CH2:75][C:76]3[N:77]=[C:78]([C:81]4[CH:82]=[CH:83][C:84]([Cl:87])=[CH:85][CH:86]=4)[O:79][CH:80]=3)[N:3]=[C:2]([NH2:1])[C:7]=2[C:8]#[N:9])=[CH:71][CH:70]=1)[CH2:43][O:44][C:45](=[O:69])[C@H:46]([CH3:68])[NH:47][C:48](=[O:67])[CH2:49][CH2:50][C@H:51]([NH2:59])[C:52]([OH:54])=[O:53])[C:25]([OH:27])=[O:26]. (3) Given the reactants [F:1][C:2]1[CH:7]=[C:6]([C:8]2[CH:13]=[CH:12][C:11]([CH2:14][C:15]([O:17]CC)=[O:16])=[CH:10][N:9]=2)[CH:5]=[CH:4][N:3]=1.[OH-].[Na+].Cl, predict the reaction product. The product is: [F:1][C:2]1[CH:7]=[C:6]([C:8]2[CH:13]=[CH:12][C:11]([CH2:14][C:15]([OH:17])=[O:16])=[CH:10][N:9]=2)[CH:5]=[CH:4][N:3]=1. (4) Given the reactants [Cl:1][C:2]1[C:7]([F:8])=[C:6]([C:9]([OH:11])=O)[CH:5]=[CH:4][N:3]=1.[CH3:12][O:13][CH2:14][CH2:15][NH2:16], predict the reaction product. The product is: [Cl:1][C:2]1[C:7]([F:8])=[C:6]([C:9]([NH:16][CH2:15][CH2:14][O:13][CH3:12])=[O:11])[CH:5]=[CH:4][N:3]=1. (5) Given the reactants Cl.[NH2:2][CH2:3][C:4]1[CH:13]=[CH:12][C:7]([C:8]([O:10]C)=[O:9])=[CH:6][CH:5]=1.[CH:14]1([S:17](Cl)(=[O:19])=[O:18])[CH2:16][CH2:15]1.C(N(C(C)C)CC)(C)C.[OH-].[Na+], predict the reaction product. The product is: [CH:14]1([S:17]([NH:2][CH2:3][C:4]2[CH:13]=[CH:12][C:7]([C:8]([OH:10])=[O:9])=[CH:6][CH:5]=2)(=[O:19])=[O:18])[CH2:16][CH2:15]1. (6) Given the reactants CC1C=C(C)C=C(C)C=1S([O-])(=O)=O.[NH2:14][N+:15]1[CH:20]=[CH:19][C:18]([Br:21])=[CH:17][C:16]=1[NH2:22].[F:23][C:24]1[N:32]=[CH:31][CH:30]=[CH:29][C:25]=1[C:26](Cl)=O, predict the reaction product. The product is: [Br:21][C:18]1[CH:19]=[CH:20][N:15]2[N:14]=[C:26]([C:25]3[C:24]([F:23])=[N:32][CH:31]=[CH:30][CH:29]=3)[N:22]=[C:16]2[CH:17]=1.